From a dataset of Forward reaction prediction with 1.9M reactions from USPTO patents (1976-2016). Predict the product of the given reaction. The product is: [N+:1]([C:4]1[CH:5]=[C:6]2[C:10](=[CH:11][CH:12]=1)[N:9]([CH:13]1[CH2:18][CH2:17][N:16]([C:19]([O:21][C:22]([CH3:25])([CH3:24])[CH3:23])=[O:20])[CH2:15][CH2:14]1)[CH:8]=[CH:7]2)([O-:3])=[O:2]. Given the reactants [N+:1]([C:4]1[CH:5]=[C:6]2[C:10](=[CH:11][CH:12]=1)[N:9]([CH:13]1[CH2:18][CH2:17][N:16]([C:19]([O:21][C:22]([CH3:25])([CH3:24])[CH3:23])=[O:20])[CH2:15][CH2:14]1)[CH2:8][CH2:7]2)([O-:3])=[O:2].ClC1C(=O)C(C#N)=C(C#N)C(=O)C=1Cl.C(OCC)(=O)C, predict the reaction product.